Dataset: Forward reaction prediction with 1.9M reactions from USPTO patents (1976-2016). Task: Predict the product of the given reaction. (1) Given the reactants [CH2:1]([O:8][C:9]1[CH:14]=[CH:13][C:12](Br)=[CH:11][C:10]=1[O:16][CH2:17][C:18]1[CH:23]=[CH:22][CH:21]=[CH:20][CH:19]=1)[C:2]1[CH:7]=[CH:6][CH:5]=[CH:4][CH:3]=1.C([Li])CCC.C[O:30][B:31](OC)[O:32]C.Cl, predict the reaction product. The product is: [CH2:17]([O:16][C:10]1[CH:11]=[C:12]([B:31]([OH:32])[OH:30])[CH:13]=[CH:14][C:9]=1[O:8][CH2:1][C:2]1[CH:7]=[CH:6][CH:5]=[CH:4][CH:3]=1)[C:18]1[CH:23]=[CH:22][CH:21]=[CH:20][CH:19]=1. (2) The product is: [CH3:1][O:2][C:3]1[CH:4]=[C:5]2[C:9](=[CH:10][CH:11]=1)[NH:8][C:7]([C:12]1[C:13]([CH3:22])=[N:14][N:15]([CH2:18][CH2:19][O:20][CH3:21])[C:16]=1[CH3:17])=[C:6]2/[CH:23]=[C:36]1\[O:37][C:33]2[CH:32]=[CH:31][C:30]([NH:29][C:27]([NH:26][CH3:25])=[O:28])=[CH:39][C:34]=2[C:35]\1=[O:38]. Given the reactants [CH3:1][O:2][C:3]1[CH:4]=[C:5]2[C:9](=[CH:10][CH:11]=1)[NH:8][C:7]([C:12]1[C:13]([CH3:22])=[N:14][N:15]([CH2:18][CH2:19][O:20][CH3:21])[C:16]=1[CH3:17])=[C:6]2[CH:23]=O.[CH3:25][NH:26][C:27]([NH:29][C:30]1[CH:31]=[CH:32][C:33]2[O:37][CH2:36][C:35](=[O:38])[C:34]=2[CH:39]=1)=[O:28].C([O-])([O-])=O.[Na+].[Na+], predict the reaction product. (3) Given the reactants [O:1]=[C:2]1[N:8]([CH:9]2[CH2:14][CH2:13][N:12]([C:15]3[CH:16]=[C:17]([CH:21]=[CH:22][CH:23]=3)[C:18](O)=[O:19])[CH2:11][CH2:10]2)[CH2:7][CH2:6][C:5]2[CH:24]=[CH:25][CH:26]=[CH:27][C:4]=2[NH:3]1.Cl.Cl.[CH3:30][C:31]1([CH3:40])[CH2:36][NH:35][CH2:34][C:33]2[CH:37]=[N:38][NH:39][C:32]1=2.C(N(CC)CC)C.CN(C(ON1N=NC2C=CC=CC1=2)=[N+](C)C)C.[B-](F)(F)(F)F, predict the reaction product. The product is: [CH3:30][C:31]1([CH3:40])[CH2:36][N:35]([C:18]([C:17]2[CH:16]=[C:15]([N:12]3[CH2:13][CH2:14][CH:9]([N:8]4[CH2:7][CH2:6][C:5]5[CH:24]=[CH:25][CH:26]=[CH:27][C:4]=5[NH:3][C:2]4=[O:1])[CH2:10][CH2:11]3)[CH:23]=[CH:22][CH:21]=2)=[O:19])[CH2:34][C:33]2[CH:37]=[N:38][NH:39][C:32]1=2. (4) Given the reactants [Cl:1][C:2]1[CH:9]=[CH:8][CH:7]=[C:6]([Cl:10])[C:3]=1[CH:4]=O.[CH3:11][C:12]([CH3:14])=[O:13].[OH-].[K+], predict the reaction product. The product is: [Cl:1][C:2]1[CH:9]=[CH:8][CH:7]=[C:6]([Cl:10])[C:3]=1/[CH:4]=[CH:11]/[C:12](=[O:13])/[CH:14]=[CH:4]/[C:3]1[C:2]([Cl:1])=[CH:9][CH:8]=[CH:7][C:6]=1[Cl:10]. (5) The product is: [CH3:16][N:12]([CH:13]([CH3:15])[CH3:14])[C:11]1[C:2]([C:27]2[CH:28]=[C:29]3[C:24](=[CH:25][CH:26]=2)[NH:23][C:22]([CH3:21])=[CH:30]3)=[N:3][C:4]2[C:9]([N:10]=1)=[CH:8][C:7]([C:17]([O:19][CH3:20])=[O:18])=[CH:6][CH:5]=2. Given the reactants Cl[C:2]1[C:11]([N:12]([CH3:16])[CH:13]([CH3:15])[CH3:14])=[N:10][C:9]2[C:4](=[CH:5][CH:6]=[C:7]([C:17]([O:19][CH3:20])=[O:18])[CH:8]=2)[N:3]=1.[CH3:21][C:22]1[NH:23][C:24]2[C:29]([CH:30]=1)=[CH:28][C:27](B1OC(C)(C)C(C)(C)O1)=[CH:26][CH:25]=2.C(=O)([O-])[O-].[K+].[K+], predict the reaction product. (6) Given the reactants [C:1]([NH:8][C:9]1([C:18](O)=O)[CH2:17][C:16]2[C:11](=[CH:12][CH:13]=[CH:14][CH:15]=2)[CH2:10]1)([O:3][C:4]([CH3:7])([CH3:6])[CH3:5])=[O:2].CN1CCOCC1.ClC(OC(C)C)=O.C1(C)C=CC=CC=1.[Br:42][C:43]1[CH:44]=[C:45]([NH2:50])[C:46]([NH2:49])=[CH:47][CH:48]=1.C(O)(=O)C, predict the reaction product. The product is: [Br:42][C:43]1[CH:48]=[CH:47][C:46]2[NH:49][C:18]([C:9]3([NH:8][C:1](=[O:2])[O:3][C:4]([CH3:7])([CH3:6])[CH3:5])[CH2:17][C:16]4[C:11](=[CH:12][CH:13]=[CH:14][CH:15]=4)[CH2:10]3)=[N:50][C:45]=2[CH:44]=1.